Predict which catalyst facilitates the given reaction. From a dataset of Catalyst prediction with 721,799 reactions and 888 catalyst types from USPTO. (1) Product: [CH:20]1[C:21]2[C:26](=[CH:25][CH:24]=[CH:23][CH:22]=2)[CH:27]=[CH:28][C:19]=1[CH2:18][CH2:12][C:10](=[O:11])[CH2:9][C:8]([O:14][CH2:15][CH3:16])=[O:13]. The catalyst class is: 1. Reactant: C(NC(C)C)(C)C.[C:8]([O:14][CH2:15][CH3:16])(=[O:13])[CH2:9][C:10]([CH3:12])=[O:11].Br[CH2:18][C:19]1[CH:28]=[CH:27][C:26]2[C:21](=[CH:22][CH:23]=[CH:24][CH:25]=2)[CH:20]=1. (2) Reactant: [S:1]1[CH:5]=[CH:4][CH:3]=[C:2]1[CH2:6][NH:7][C:8]([C:10]1[N:11]=[C:12]2[C:17]([C:18]#[N:19])=[CH:16][C:15]([C:20]3[CH:24]=[CH:23][O:22][CH:21]=3)=[CH:14][N:13]2[C:25]=1[Cl:26])=O.[NH2:27][OH:28].[OH2:29]. Product: [S:1]1[CH:5]=[CH:4][CH:3]=[C:2]1[CH2:6][NH:7][C:8]([C:10]1[N:11]=[C:12]2[C:17]([C:18](=[NH:19])[NH:27][OH:28])=[CH:16][C:15]([C:20]3[CH:24]=[CH:23][O:22][CH:21]=3)=[CH:14][N:13]2[C:25]=1[Cl:26])=[O:29]. The catalyst class is: 14.